From a dataset of Catalyst prediction with 721,799 reactions and 888 catalyst types from USPTO. Predict which catalyst facilitates the given reaction. (1) Reactant: C(N(CC)CC)C.O=[C:9]([CH:13]1[CH2:18][CH2:17][O:16][CH2:15][CH2:14]1)[CH2:10][C:11]#[N:12].Cl.[CH:20]([NH:23][NH2:24])([CH3:22])[CH3:21]. Product: [CH3:21][CH:20]([N:23]1[C:11]([NH2:12])=[CH:10][C:9]([CH:13]2[CH2:18][CH2:17][O:16][CH2:15][CH2:14]2)=[N:24]1)[CH3:22]. The catalyst class is: 8. (2) Reactant: [CH3:1][C:2]1[CH:6]=[C:5]([CH3:7])[N:4]([CH2:8][C:9]([OH:11])=O)[N:3]=1.[NH2:12][C:13]1[CH:18]=[C:17]([C:19]([C:21]2[C:29]3[CH:28]=[N:27][CH:26]=[N:25][C:24]=3[N:23]([C@H:30]3[CH2:35][CH2:34][C@@H:33]([O:36][Si](C(C)(C)C)(C)C)[CH2:32][CH2:31]3)[CH:22]=2)=[O:20])[CH:16]=[CH:15][N:14]=1. Product: [CH3:1][C:2]1[CH:6]=[C:5]([CH3:7])[N:4]([CH2:8][C:9]([NH:12][C:13]2[CH:18]=[C:17]([C:19]([C:21]3[C:29]4[CH:28]=[N:27][CH:26]=[N:25][C:24]=4[N:23]([C@H:30]4[CH2:35][CH2:34][C@@H:33]([OH:36])[CH2:32][CH2:31]4)[CH:22]=3)=[O:20])[CH:16]=[CH:15][N:14]=2)=[O:11])[N:3]=1. The catalyst class is: 16. (3) Reactant: CO[C:3](=[O:29])[CH2:4][C:5]1[N:9]([CH2:10][C:11]2[CH:16]=[CH:15][C:14]([C:17]#[N:18])=[C:13]([C:19]3[C:28]4[C:23](=[CH:24][CH:25]=[CH:26][CH:27]=4)[CH:22]=[CH:21][CH:20]=3)[CH:12]=2)[CH:8]=[N:7][CH:6]=1.[Li+].[OH-].O.CN(C(ON1N=N[C:43]2[CH:44]=[CH:45][CH:46]=[N:47][C:42]1=2)=[N+](C)C)C.F[P-](F)(F)(F)(F)F.C([N:60]([CH:63](C)C)CC)(C)C.C1C[O:69][CH2:68]C1. Product: [C:17]([C:14]1[CH:15]=[CH:16][C:11]([CH2:10][N:9]2[C:5]([CH2:4][C:3]([N:47]3[CH2:42][C:43]([O:69][CH3:68])=[C:44]([C:63]#[N:60])[CH2:45][CH2:46]3)=[O:29])=[CH:6][N:7]=[CH:8]2)=[CH:12][C:13]=1[C:19]1[C:28]2[C:23](=[CH:24][CH:25]=[CH:26][CH:27]=2)[CH:22]=[CH:21][CH:20]=1)#[N:18]. The catalyst class is: 3. (4) Reactant: C[Al](C)C.CCCCCC.[F:11][C:12]1([F:28])[CH2:17][CH2:16][CH2:15][C@@H:14]([NH:18][C@@H:19]([C:21]2[CH:26]=[CH:25][CH:24]=[CH:23][CH:22]=2)[CH3:20])[C@@H:13]1[OH:27].[F:29][C:30]1([F:46])[CH2:35][CH2:34][CH2:33][C@H:32]([NH:36][C@@H:37]([C:39]2[CH:44]=[CH:43][CH:42]=[CH:41][CH:40]=2)[CH3:38])[C@H:31]1[OH:45].[F-].[Na+]. Product: [CH3:20][C@@H:19]([NH2:18])[C:21]1[CH:26]=[CH:25][CH:24]=[CH:23][CH:22]=1.[F:29][C:30]1([F:46])[CH2:35][CH2:34][CH2:33][C@@H:32]([NH:36][C@@H:37]([C:39]2[CH:40]=[CH:41][CH:42]=[CH:43][CH:44]=2)[CH3:38])[C@@H:31]1[OH:45].[F:11][C:12]1([F:28])[CH2:17][CH2:16][CH2:15][C@H:14]([NH:18][C@@H:19]([C:21]2[CH:22]=[CH:23][CH:24]=[CH:25][CH:26]=2)[CH3:20])[C@H:13]1[OH:27]. The catalyst class is: 2. (5) Product: [C:1]([O:5][C:6]([N:8]1[CH2:13][CH2:12][CH:11]([O:14][C:18]2[CH:23]=[CH:22][C:21]([N+:24]([O-:26])=[O:25])=[CH:20][CH:19]=2)[CH2:10][CH2:9]1)=[O:7])([CH3:4])([CH3:2])[CH3:3]. Reactant: [C:1]([O:5][C:6]([N:8]1[CH2:13][CH2:12][CH:11]([OH:14])[CH2:10][CH2:9]1)=[O:7])([CH3:4])([CH3:3])[CH3:2].[H-].[Na+].F[C:18]1[CH:23]=[CH:22][C:21]([N+:24]([O-:26])=[O:25])=[CH:20][CH:19]=1.O. The catalyst class is: 80. (6) Reactant: [Cl:1][C:2]1[CH:10]=[C:9]2[C:5]([CH:6]=[CH:7][N:8]2[CH2:11][O:12][CH2:13][CH2:14][Si:15]([CH3:18])([CH3:17])[CH3:16])=[C:4]([N+:19]([O-])=O)[CH:3]=1. Product: [Cl:1][C:2]1[CH:3]=[C:4]([NH2:19])[C:5]2[CH:6]=[CH:7][N:8]([CH2:11][O:12][CH2:13][CH2:14][Si:15]([CH3:17])([CH3:16])[CH3:18])[C:9]=2[CH:10]=1. The catalyst class is: 180. (7) Product: [CH3:1][O:2][CH2:3][O:4][C:5]1[CH:6]=[CH:7][C:8]([C:11]2[C:15]([C:16]3[CH:17]=[CH:18][CH:19]=[CH:20][CH:21]=3)=[C:14]([C:22]3([CH2:27][N:28]4[CH2:33][CH2:32][N:31]([CH3:34])[CH2:30][CH2:29]4)[CH2:24][CH2:23]3)[O:13][N:12]=2)=[CH:9][CH:10]=1. Reactant: [CH3:1][O:2][CH2:3][O:4][C:5]1[CH:10]=[CH:9][C:8]([C:11]2[C:15]([C:16]3[CH:21]=[CH:20][CH:19]=[CH:18][CH:17]=3)=[C:14]([C:22]3(C=O)[CH2:24][CH2:23]3)[O:13][N:12]=2)=[CH:7][CH:6]=1.[CH3:27][N:28]1[CH2:33][CH2:32][NH:31][CH2:30][CH2:29]1.[C:34](O[BH-](OC(=O)C)OC(=O)C)(=O)C.[Na+].O. The catalyst class is: 4.